Dataset: Catalyst prediction with 721,799 reactions and 888 catalyst types from USPTO. Task: Predict which catalyst facilitates the given reaction. Reactant: [CH:1]1[C:14]2[C:13]3[C:8](=[CH:9][CH:10]=[CH:11][CH:12]=3)[C:7](=[O:15])[NH:6][C:5]=2[CH:4]=[CH:3][CH:2]=1.[Br:16]Br. Product: [Br:16][C:2]1[CH:3]=[CH:4][C:5]2[NH:6][C:7](=[O:15])[C:8]3[C:13](=[CH:12][CH:11]=[CH:10][CH:9]=3)[C:14]=2[CH:1]=1. The catalyst class is: 15.